This data is from Full USPTO retrosynthesis dataset with 1.9M reactions from patents (1976-2016). The task is: Predict the reactants needed to synthesize the given product. (1) Given the product [C:19]([C:16]1[C:15]([CH3:23])=[C:14]([NH:13][C:5]([NH:33][C:34]2[CH:46]=[CH:45][C:44]3[C:43]4[C:38](=[CH:39][CH:40]=[CH:41][CH:42]=4)[CH2:37][C:36]=3[CH:35]=2)=[O:11])[O:18][N:17]=1)([CH3:20])([CH3:22])[CH3:21], predict the reactants needed to synthesize it. The reactants are: ClC(Cl)(O[C:5](=[O:11])OC(Cl)(Cl)Cl)Cl.[NH2:13][C:14]1[O:18][N:17]=[C:16]([C:19]([CH3:22])([CH3:21])[CH3:20])[C:15]=1[CH3:23].C(N(C(C)C)CC)(C)C.[NH2:33][C:34]1[CH:46]=[CH:45][C:44]2[C:43]3[C:38](=[CH:39][CH:40]=[CH:41][CH:42]=3)[CH2:37][C:36]=2[CH:35]=1. (2) Given the product [F:1][C:2]1[CH:3]=[CH:4][C:5]([C:8]2[N:9]=[C:10]([CH2:23][O:24][C:25]3[CH:26]=[C:27]([C:31]4([O:37][CH3:38])[CH2:36][CH2:35][O:34][CH2:33][CH2:32]4)[CH:28]=[C:29]([F:39])[CH:30]=3)[O:11][C:12]=2[C:13]2[CH:14]=[CH:15][C:16]([S:19]([CH3:22])(=[O:20])=[O:21])=[CH:17][CH:18]=2)=[CH:6][CH:7]=1, predict the reactants needed to synthesize it. The reactants are: [F:1][C:2]1[CH:7]=[CH:6][C:5]([C:8]2[N:9]=[C:10]([CH2:23][O:24][C:25]3[CH:30]=[CH:29][CH:28]=[C:27]([C:31]4([O:37][CH3:38])[CH2:36][CH2:35][O:34][CH2:33][CH2:32]4)[CH:26]=3)[O:11][C:12]=2[C:13]2[CH:18]=[CH:17][C:16]([S:19]([CH3:22])(=[O:21])=[O:20])=[CH:15][CH:14]=2)=[CH:4][CH:3]=1.[F:39]C1C=C(C2(OC)CCOCC2)C=C(O)C=1. (3) Given the product [CH:1]1([O:7][C:8]2[N:13]=[CH:12][N:11]=[C:10]([C:14]([OH:16])=[O:15])[CH:9]=2)[CH2:2][CH2:3][CH2:4][CH2:5][CH2:6]1, predict the reactants needed to synthesize it. The reactants are: [CH:1]1([O:7][C:8]2[N:13]=[CH:12][N:11]=[C:10]([C:14]([O:16]C3CCCCC3)=[O:15])[CH:9]=2)[CH2:6][CH2:5][CH2:4][CH2:3][CH2:2]1.[OH-].[Na+]. (4) Given the product [Cl:1][C:2]1[CH:3]=[C:4]([CH:12]([CH2:17][C@H:18]2[CH2:38][CH2:37][C:20]3([O:21][C@H:22]([C:31]4[CH:36]=[CH:35][CH:34]=[CH:33][CH:32]=4)[C@@H:23]([C:25]4[CH:26]=[CH:27][CH:28]=[CH:29][CH:30]=4)[O:24]3)[CH2:19]2)[C:13](=[O:16])[CH2:14][CH2:15][C:45]([C:40]2[CH:41]=[CH:42][CH:43]=[CH:44][N:39]=2)=[O:46])[CH:5]=[CH:6][C:7]=1[S:8]([CH3:11])(=[O:9])=[O:10], predict the reactants needed to synthesize it. The reactants are: [Cl:1][C:2]1[CH:3]=[C:4]([CH:12]([CH2:17][C@H:18]2[CH2:38][CH2:37][C:20]3([O:24][C@H:23]([C:25]4[CH:30]=[CH:29][CH:28]=[CH:27][CH:26]=4)[C@@H:22]([C:31]4[CH:36]=[CH:35][CH:34]=[CH:33][CH:32]=4)[O:21]3)[CH2:19]2)[C:13](=[O:16])[CH:14]=[CH2:15])[CH:5]=[CH:6][C:7]=1[S:8]([CH3:11])(=[O:10])=[O:9].[N:39]1[CH:44]=[CH:43][CH:42]=[CH:41][C:40]=1[CH:45]=[O:46].C(N(CC)CC)C. (5) Given the product [CH2:8]([O:10][C:11]1[CH:12]=[CH:13][C:14]([F:27])=[C:15]([C:17]2[C:22]([CH3:23])=[C:21]([CH3:24])[N:20]=[C:19]([C:25]([O:2][CH3:3])=[O:29])[CH:18]=2)[CH:16]=1)[CH3:9], predict the reactants needed to synthesize it. The reactants are: Cl.[O:2]1CCOC[CH2:3]1.[CH2:8]([O:10][C:11]1[CH:12]=[CH:13][C:14]([F:27])=[C:15]([C:17]2[C:22]([CH3:23])=[C:21]([CH3:24])[N:20]=[C:19]([C:25]#N)[CH:18]=2)[CH:16]=1)[CH3:9].C[OH:29].